Dataset: Reaction yield outcomes from USPTO patents with 853,638 reactions. Task: Predict the reaction yield, written as a fraction of the theoretical maximum amount of product (1.0 means a 100% yield; for example, 0.34 means a 34% yield). (1) The reactants are Br.[Br:2][C:3]1[CH:4]=[C:5]([CH2:10]Br)[C:6]([NH2:9])=[N:7][CH:8]=1.Cl.[CH3:13][O:14][C:15](=[O:21])[C@@H:16]1[CH2:20][CH2:19][CH2:18][NH:17]1.C(N(CC)CC)C. The catalyst is CN(C=O)C.O. The product is [CH3:13][O:14][C:15]([C@@H:16]1[CH2:20][CH2:19][CH2:18][N:17]1[CH2:10][C:5]1[C:6]([NH2:9])=[N:7][CH:8]=[C:3]([Br:2])[CH:4]=1)=[O:21]. The yield is 0.670. (2) The reactants are Cl[C:2]1[N:7]2[N:8]=[CH:9][CH:10]=[C:6]2[N:5]=[C:4]([NH:11][C:12](=[O:23])[C:13]2[CH:18]=[CH:17][C:16]([C:19]([OH:22])([CH3:21])[CH3:20])=[CH:15][CH:14]=2)[CH:3]=1.[CH3:24][C:25]1([CH3:31])[CH2:30][CH2:29][CH2:28][NH:27][CH2:26]1. The catalyst is CN1C(=O)CCC1.CS(C)=O.CO. The product is [CH3:24][C:25]1([CH3:31])[CH2:30][CH2:29][CH2:28][N:27]([C:2]2[N:7]3[N:8]=[CH:9][CH:10]=[C:6]3[N:5]=[C:4]([NH:11][C:12](=[O:23])[C:13]3[CH:18]=[CH:17][C:16]([C:19]([OH:22])([CH3:21])[CH3:20])=[CH:15][CH:14]=3)[CH:3]=2)[CH2:26]1. The yield is 0.540. (3) The reactants are [Br:1][C:2]1[C:3]([F:12])=[C:4]2[C:10]([NH2:11])=[CH:9][NH:8][C:5]2=[N:6][CH:7]=1.[CH3:13][O:14][C:15]1[CH:16]=[C:17]([CH:21]=[CH:22][CH:23]=1)[C:18](Cl)=[O:19].C(N(CC)CC)C.[Li+].[OH-]. The catalyst is C(Cl)Cl. The product is [Br:1][C:2]1[C:3]([F:12])=[C:4]2[C:10]([NH:11][C:18](=[O:19])[C:17]3[CH:21]=[CH:22][CH:23]=[C:15]([O:14][CH3:13])[CH:16]=3)=[CH:9][NH:8][C:5]2=[N:6][CH:7]=1. The yield is 0.550. (4) The reactants are [CH2:1]([O:8][C:9]1[C:10](=[O:17])[CH:11]=[C:12]([CH2:15][OH:16])O[CH:14]=1)[C:2]1[CH:7]=[CH:6][CH:5]=[CH:4][CH:3]=1.C1C(=O)C(O)=COC=1CO.COC1C(OC(C(O)C2C=CC(O)=C(OC)C=2)CO)=CC=CC=1.[NH3:51]. The catalyst is C(O)C. The product is [CH2:1]([O:8][C:9]1[C:10](=[O:17])[CH:11]=[C:12]([CH2:15][OH:16])[NH:51][CH:14]=1)[C:2]1[CH:7]=[CH:6][CH:5]=[CH:4][CH:3]=1. The yield is 0.610. (5) The reactants are [CH3:1][N:2]1[C:6]([CH:7]2[CH2:13][CH2:12][CH:11]=[CH:10][CH2:9][O:8]2)=[C:5]([N+:14]([O-:16])=[O:15])[CH:4]=[N:3]1.C1C=C(Cl)C=C(C(OO)=[O:25])C=1. The catalyst is C(Cl)Cl. The product is [CH:11]12[O:25][CH:10]1[CH2:9][O:8][CH:7]([C:6]1[N:2]([CH3:1])[N:3]=[CH:4][C:5]=1[N+:14]([O-:16])=[O:15])[CH2:13][CH2:12]2. The yield is 0.430. (6) The reactants are Cl.Cl.Cl.Cl.[N:5]1([C@H:10]2[CH2:14][CH2:13][N:12]([C:15]3[CH:20]=[CH:19][C:18]([C@H:21]4[CH2:26][NH:25][CH2:24][CH2:23][NH:22]4)=[CH:17][CH:16]=3)[CH2:11]2)[CH2:9][CH2:8][CH2:7][CH2:6]1.C(N(CC)CC)C.Cl[C:35]1[N:40]([CH3:41])[C:39](=[O:42])[CH:38]=[C:37]([C:43]2[CH:48]=[CH:47][N:46]=[CH:45][N:44]=2)[N:36]=1. The catalyst is O1CCCC1. The product is [CH3:41][N:40]1[C:39](=[O:42])[CH:38]=[C:37]([C:43]2[CH:48]=[CH:47][N:46]=[CH:45][N:44]=2)[N:36]=[C:35]1[N:25]1[CH2:24][CH2:23][NH:22][C@@H:21]([C:18]2[CH:17]=[CH:16][C:15]([N:12]3[CH2:13][CH2:14][CH:10]([N:5]4[CH2:6][CH2:7][CH2:8][CH2:9]4)[CH2:11]3)=[CH:20][CH:19]=2)[CH2:26]1. The yield is 0.660. (7) The reactants are [Cl:1][C:2]1[CH:3]=[C:4]([C:8]2[N:13]3[N:14]=[C:15]([NH:17][C:18]4[CH:26]=[CH:25][C:21]([C:22]([OH:24])=O)=[CH:20][CH:19]=4)[N:16]=[C:12]3[CH:11]=[CH:10][CH:9]=2)[CH:5]=[CH:6][CH:7]=1.C(N(C(C)C)CC)(C)C.ClCCl.O1CCCC1.[NH2:44][CH:45]1[CH2:50][CH2:49][N:48](C(OC(C)(C)C)=O)[CH2:47][CH2:46]1. The catalyst is FC(F)(F)C(O)=O.O1CCCC1. The product is [Cl:1][C:2]1[CH:3]=[C:4]([C:8]2[N:13]3[N:14]=[C:15]([NH:17][C:18]4[CH:19]=[CH:20][C:21]([C:22]([NH:44][CH:45]5[CH2:50][CH2:49][NH:48][CH2:47][CH2:46]5)=[O:24])=[CH:25][CH:26]=4)[N:16]=[C:12]3[CH:11]=[CH:10][CH:9]=2)[CH:5]=[CH:6][CH:7]=1. The yield is 0.170.